From a dataset of Catalyst prediction with 721,799 reactions and 888 catalyst types from USPTO. Predict which catalyst facilitates the given reaction. (1) Reactant: [F:1][C:2]1[CH:7]=[CH:6][CH:5]=[CH:4][C:3]=1[CH:8]=[CH:9][C:10]([NH:12][C@H:13]([C:26]([O:28]C)=[O:27])[CH2:14][C:15]1[C:23]2[C:18](=[CH:19][CH:20]=[CH:21][CH:22]=2)[N:17]([CH:24]=[O:25])[CH:16]=1)=[O:11].[OH-].[Na+]. Product: [F:1][C:2]1[CH:7]=[CH:6][CH:5]=[CH:4][C:3]=1[CH:8]=[CH:9][C:10]([NH:12][C@H:13]([C:26]([OH:28])=[O:27])[CH2:14][C:15]1[C:23]2[C:18](=[CH:19][CH:20]=[CH:21][CH:22]=2)[N:17]([CH:24]=[O:25])[CH:16]=1)=[O:11]. The catalyst class is: 5. (2) Reactant: [C:1]([O:5][C:6]([N:8]1[C@H:13]([C:14]([N:16]2[CH2:20][CH2:19][CH2:18][C@H:17]2[C:21]#[N:22])=[O:15])[C@H:12]2[CH2:23][C@@H:9]1[C@H:10]([O:24][CH2:25][C:26](O)=[O:27])[CH2:11]2)=[O:7])([CH3:4])([CH3:3])[CH3:2].[OH-].[NH4+].O[N:32]1C2N=CC=CC=2N=N1.Cl.CN(C)CCCN=C=NCC. The catalyst class is: 9. Product: [NH2:32][C:26](=[O:27])[CH2:25][O:24][C@H:10]1[C@H:9]2[CH2:23][C@H:12]([C@@H:13]([C:14]([N:16]3[CH2:20][CH2:19][CH2:18][C@H:17]3[C:21]#[N:22])=[O:15])[N:8]2[C:6]([O:5][C:1]([CH3:3])([CH3:4])[CH3:2])=[O:7])[CH2:11]1. (3) Reactant: [CH3:1][N:2]([CH3:34])[CH2:3][CH2:4][C:5]1[C:13]2[C:8](=[CH:9][CH:10]=[C:11]([CH2:14][C@H:15]3[CH2:19][O:18]C(=O)[NH:16]3)[CH:12]=2)[N:7]([C:21]2[CH:26]=[CH:25][C:24]([O:27][C:28]3[CH:33]=[CH:32][CH:31]=[CH:30][CH:29]=3)=[CH:23][CH:22]=2)[CH:6]=1.[OH-].[Na+]. Product: [NH2:16][C@@H:15]([CH2:14][C:11]1[CH:12]=[C:13]2[C:8](=[CH:9][CH:10]=1)[N:7]([C:21]1[CH:26]=[CH:25][C:24]([O:27][C:28]3[CH:29]=[CH:30][CH:31]=[CH:32][CH:33]=3)=[CH:23][CH:22]=1)[CH:6]=[C:5]2[CH2:4][CH2:3][N:2]([CH3:34])[CH3:1])[CH2:19][OH:18]. The catalyst class is: 8. (4) Reactant: [OH:1][C:2]1[CH:7]=[CH:6][CH:5]=[CH:4][C:3]=1[CH2:8][C:9]([OH:11])=[O:10].[CH2:12](Br)[C:13]1[CH:18]=[CH:17][CH:16]=[CH:15][CH:14]=1.C(=O)(O)[O-].[Na+]. Product: [CH2:12]([O:10][C:9](=[O:11])[CH2:8][C:3]1[CH:4]=[CH:5][CH:6]=[CH:7][C:2]=1[OH:1])[C:13]1[CH:18]=[CH:17][CH:16]=[CH:15][CH:14]=1. The catalyst class is: 18. (5) Reactant: [NH2:1][C:2]1[C:3]([C:19](Cl)=O)=[N:4][C:5]([N:8]2[CH2:13][CH2:12][N:11]([S:14]([CH2:17][CH3:18])(=[O:16])=[O:15])[CH2:10][CH2:9]2)=[CH:6][N:7]=1.[NH2:22][C:23]1[CH:28]=[CH:27][CH:26]=[CH:25][C:24]=1[SH:29]. Product: [S:29]1[C:24]2[CH:25]=[CH:26][CH:27]=[CH:28][C:23]=2[N:22]=[C:19]1[C:3]1[C:2]([NH2:1])=[N:7][CH:6]=[C:5]([N:8]2[CH2:13][CH2:12][N:11]([S:14]([CH2:17][CH3:18])(=[O:16])=[O:15])[CH2:10][CH2:9]2)[N:4]=1. The catalyst class is: 10. (6) Reactant: [Br:1]Br.[C:3]([O:12][CH3:13])(=[O:11])[C:4]1[C:5](=[CH:7][CH:8]=[CH:9][CH:10]=1)[OH:6]. Product: [Br:1][C:9]1[CH:8]=[CH:7][C:5]([OH:6])=[C:4]([CH:10]=1)[C:3]([O:12][CH3:13])=[O:11]. The catalyst class is: 15. (7) Reactant: [Br:1][C:2]1[C:6]2=[N:7][CH:8]=[C:9]([O:11][CH3:12])[CH:10]=[C:5]2[S:4][C:3]=1[C:13]([O:15]C)=[O:14].[Li+].[OH-].O.C1COCC1. Product: [Br:1][C:2]1[C:6]2=[N:7][CH:8]=[C:9]([O:11][CH3:12])[CH:10]=[C:5]2[S:4][C:3]=1[C:13]([OH:15])=[O:14]. The catalyst class is: 5. (8) Reactant: [CH2:1]([O:8][C:9]1[CH:10]=[C:11]([CH:15]([NH:23][C:24]([CH:26]2[CH2:29][CH2:28][CH2:27]2)=O)[C:16]2[C:17](=[O:22])[NH:18][CH:19]=[N:20][N:21]=2)[CH:12]=[CH:13][CH:14]=1)[C:2]1[CH:7]=[CH:6][CH:5]=[CH:4][CH:3]=1. Product: [CH2:1]([O:8][C:9]1[CH:10]=[C:11]([C:15]2[N:23]=[C:24]([CH:26]3[CH2:29][CH2:28][CH2:27]3)[N:21]3[C:16]=2[C:17](=[O:22])[NH:18][CH:19]=[N:20]3)[CH:12]=[CH:13][CH:14]=1)[C:2]1[CH:7]=[CH:6][CH:5]=[CH:4][CH:3]=1. The catalyst class is: 265.